This data is from Reaction yield outcomes from USPTO patents with 853,638 reactions. The task is: Predict the reaction yield, written as a fraction of the theoretical maximum amount of product (1.0 means a 100% yield; for example, 0.34 means a 34% yield). (1) The reactants are [CH3:1][O:2][C:3]1[CH:11]=[C:10]([N:12]2[CH2:17][CH2:16][C:15]3[CH:18]=[C:19]([C:21]4[CH:26]=[CH:25][C:24]([O:27][CH3:28])=[CH:23][CH:22]=4)[S:20][C:14]=3[C:13]2=[O:29])[CH:9]=[CH:8][C:4]=1[C:5](O)=[O:6].[N:30]1([CH2:35][CH2:36][NH2:37])[CH2:34][CH2:33][CH2:32][CH2:31]1.CCN=C=NCCCN(C)C.C1C=CC2N(O)N=NC=2C=1.CCN(CC)CC. The catalyst is CN(C=O)C.CCOC(C)=O. The product is [CH3:1][O:2][C:3]1[CH:11]=[C:10]([N:12]2[CH2:17][CH2:16][C:15]3[CH:18]=[C:19]([C:21]4[CH:26]=[CH:25][C:24]([O:27][CH3:28])=[CH:23][CH:22]=4)[S:20][C:14]=3[C:13]2=[O:29])[CH:9]=[CH:8][C:4]=1[C:5]([NH:37][CH2:36][CH2:35][N:30]1[CH2:34][CH2:33][CH2:32][CH2:31]1)=[O:6]. The yield is 0.0500. (2) The reactants are [C:1]([NH:4][C:5]([NH:7][C:8](=[O:16])[C:9]1[CH:14]=[CH:13][C:12]([Cl:15])=[CH:11][CH:10]=1)=[S:6])(=[O:3])[NH2:2].BrBr.O.CO. The catalyst is C(OCC)(=O)C. The product is [Cl:15][C:12]1[CH:13]=[CH:14][C:9]([C:8]([NH:7][C:5]2[S:6][NH:2][C:1](=[O:3])[N:4]=2)=[O:16])=[CH:10][CH:11]=1. The yield is 0.700. (3) The reactants are [NH2:1][C:2]1[C:7]([Cl:8])=[C:6]([Cl:9])[N:5]=[C:4](Cl)[N:3]=1.[NH2:11][C:12]1[CH:19]=[CH:18][C:15]([C:16]#[N:17])=[CH:14][CH:13]=1.CN1CCCC1=O.Cl. The catalyst is C(OCC)C.O1CCOCC1. The product is [NH2:1][C:2]1[C:7]([Cl:8])=[C:6]([Cl:9])[N:5]=[C:4]([NH:11][C:12]2[CH:19]=[CH:18][C:15]([C:16]#[N:17])=[CH:14][CH:13]=2)[N:3]=1. The yield is 0.0680. (4) The reactants are [F:1][C:2]1[CH:7]=[CH:6][C:5]([NH:8][C:9]([C:11]2([C:14]([OH:16])=O)[CH2:13][CH2:12]2)=[O:10])=[CH:4][CH:3]=1.C1(C(O)=O)(C(O)=O)CC1.FC1C=CC([NH2:31])=CC=1.C(Cl)(=O)C(Cl)=O.[F:40][C:41]1[CH:42]=[C:43]([CH:45]=[CH:46][C:47]=1[O:48][C:49]1[CH:54]=[CH:53][N:52]=[C:51]2[CH:55]=[C:56]([I:58])[S:57][C:50]=12)N.C([O-])(O)=O.[Na+]. The catalyst is C1COCC1.O.CN(C=O)C. The product is [F:40][C:41]1[CH:42]=[C:43]([N:8]([C:5]2[CH:4]=[CH:3][C:2]([F:1])=[CH:7][CH:6]=2)[C:9]([C:11]2([C:14]([NH2:31])=[O:16])[CH2:12][CH2:13]2)=[O:10])[CH:45]=[CH:46][C:47]=1[O:48][C:49]1[CH:54]=[CH:53][N:52]=[C:51]2[CH:55]=[C:56]([I:58])[S:57][C:50]=12. The yield is 0.670. (5) The reactants are B(Br)(Br)Br.[CH3:5][O:6][C:7]([C:9]1[S:10][C:11]([Br:16])=[CH:12][C:13]=1[O:14]C)=[O:8].O. The catalyst is C(Cl)Cl. The product is [CH3:5][O:6][C:7]([C:9]1[S:10][C:11]([Br:16])=[CH:12][C:13]=1[OH:14])=[O:8]. The yield is 0.810.